Task: Predict the reactants needed to synthesize the given product.. Dataset: Full USPTO retrosynthesis dataset with 1.9M reactions from patents (1976-2016) (1) Given the product [F:1][CH2:2][C@@H:3]1[CH2:7][CH2:6][N:5]([C@@H:8]([CH3:48])[CH2:9][O:10][C:11]2[CH:16]=[CH:15][C:14]([CH:17]3[C:26]([C:27]4[CH:32]=[CH:31][CH:30]=[C:29]([OH:33])[CH:28]=4)=[C:25]([CH3:40])[C:24]4[C:19](=[CH:20][CH:21]=[C:22]([OH:41])[CH:23]=4)[O:18]3)=[CH:13][CH:12]=2)[CH2:4]1, predict the reactants needed to synthesize it. The reactants are: [F:1][CH2:2][C@@H:3]1[CH2:7][CH2:6][N:5]([C@@H:8]([CH3:48])[CH2:9][O:10][C:11]2[CH:16]=[CH:15][C:14]([CH:17]3[C:26]([C:27]4[CH:32]=[CH:31][CH:30]=[C:29]([O:33]C5CCCCO5)[CH:28]=4)=[C:25]([CH3:40])[C:24]4[C:19](=[CH:20][CH:21]=[C:22]([O:41]C5CCCCO5)[CH:23]=4)[O:18]3)=[CH:13][CH:12]=2)[CH2:4]1. (2) Given the product [C:50]([C:49]([NH:48][C:8](=[O:10])[C:7]1[CH:6]=[CH:5][C:4]([O:3][C:2]([F:1])([F:14])[F:13])=[CH:12][CH:11]=1)([CH3:71])[CH2:52][O:53][C:54]1[CH:55]=[CH:56][C:57]2[CH2:61][O:60][B:59]([OH:62])[C:58]=2[C:63]=1[CH2:24][CH3:25])#[N:51], predict the reactants needed to synthesize it. The reactants are: [F:1][C:2]([F:14])([F:13])[O:3][C:4]1[CH:12]=[CH:11][C:7]([C:8]([OH:10])=O)=[CH:6][CH:5]=1.CN(C(ON1N=N[C:25]2C=CC=N[C:24]1=2)=[N+](C)C)C.F[P-](F)(F)(F)(F)F.CCN(C(C)C)C(C)C.[NH2:48][C:49]([CH3:71])([CH2:52][O:53][C:54]1[CH:55]=[CH:56][C:57]2[CH2:61][O:60][B:59]([OH:62])[C:58]=2[C:63]=1OC1C=CC=CC=1)[C:50]#[N:51]. (3) The reactants are: [N:1]1([CH2:6][C@@H:7]2[C@H:10]([NH:11][C:12](=[O:38])/[C:13](=[N:27]\[O:28][C@@H:29]([CH3:37])[C:30]([O:32]C(C)(C)C)=[O:31])/[C:14]3[N:15]=[C:16]([NH:19]C(OC(C)(C)C)=O)[S:17][CH:18]=3)[C:9](=[O:39])[N:8]2[S:40]([OH:43])(=[O:42])=[O:41])[CH:5]=[N:4][CH:3]=[N:2]1.C(O)(C(F)(F)F)=O. Given the product [N:1]1([CH2:6][C@@H:7]2[C@H:10]([NH:11][C:12](=[O:38])/[C:13](=[N:27]\[O:28][C@@H:29]([CH3:37])[C:30]([OH:32])=[O:31])/[C:14]3[N:15]=[C:16]([NH2:19])[S:17][CH:18]=3)[C:9](=[O:39])[N:8]2[S:40]([OH:43])(=[O:41])=[O:42])[CH:5]=[N:4][CH:3]=[N:2]1, predict the reactants needed to synthesize it.